From a dataset of Peptide-MHC class I binding affinity with 185,985 pairs from IEDB/IMGT. Regression. Given a peptide amino acid sequence and an MHC pseudo amino acid sequence, predict their binding affinity value. This is MHC class I binding data. (1) The peptide sequence is SRLEILNVL. The MHC is Mamu-B03 with pseudo-sequence Mamu-B03. The binding affinity (normalized) is 0.481. (2) The peptide sequence is NHYNVELSL. The MHC is HLA-B38:01 with pseudo-sequence HLA-B38:01. The binding affinity (normalized) is 0.725. (3) The peptide sequence is SLVKHHMYV. The binding affinity (normalized) is 0.539. The MHC is HLA-A69:01 with pseudo-sequence HLA-A69:01. (4) The peptide sequence is ELRSRYWAI. The MHC is BoLA-T2b with pseudo-sequence BoLA-T2b. The binding affinity (normalized) is 0.460. (5) The peptide sequence is EYKKSLYKF. The MHC is HLA-A01:01 with pseudo-sequence HLA-A01:01. The binding affinity (normalized) is 0.0847. (6) The peptide sequence is SMYSTVATS. The MHC is HLA-A02:01 with pseudo-sequence HLA-A02:01. The binding affinity (normalized) is 0.0827. (7) The peptide sequence is PEVCLKWEL. The MHC is Mamu-A11 with pseudo-sequence Mamu-A11. The binding affinity (normalized) is 0.142. (8) The peptide sequence is FIMRNFLRSI. The MHC is HLA-A02:06 with pseudo-sequence HLA-A02:06. The binding affinity (normalized) is 1.00. (9) The peptide sequence is AKNPNRFVI. The MHC is HLA-A02:02 with pseudo-sequence HLA-A02:02. The binding affinity (normalized) is 0.